This data is from Forward reaction prediction with 1.9M reactions from USPTO patents (1976-2016). The task is: Predict the product of the given reaction. (1) The product is: [NH2:17][C:13]1[CH:12]=[CH:11][CH:10]=[C:9]2[C:14]=1[CH:15]=[CH:16][N:7]([C@@H:3]([CH2:2][OH:1])[C:4]([NH2:6])=[O:5])[C:8]2=[O:20]. Given the reactants [OH:1][CH2:2][C@H:3]([N:7]1[CH:16]=[CH:15][C:14]2[C:9](=[CH:10][CH:11]=[CH:12][C:13]=2[N+:17]([O-])=O)[C:8]1=[O:20])[C:4]([NH2:6])=[O:5].CO, predict the reaction product. (2) Given the reactants [C:1]([O:5][C:6]([NH:8][C@@:9]12[CH2:16][CH2:15][C:14]([F:18])([F:17])[C@@H:13]1[CH2:12][NH:11][CH2:10]2)=[O:7])([CH3:4])([CH3:3])[CH3:2].Br[C:20]1[C:29]([CH3:30])=[C:28]2[C:23]([C:24](=[O:40])[C:25]([C:35]([O:37][CH2:38][CH3:39])=[O:36])=[CH:26][N:27]2[C@@H:31]2[CH2:33][C@@H:32]2[F:34])=[CH:22][C:21]=1[F:41].C(=O)([O-])[O-].[Cs+].[Cs+], predict the reaction product. The product is: [C:1]([O:5][C:6]([NH:8][C@@:9]12[CH2:16][CH2:15][C:14]([F:18])([F:17])[C@@H:13]1[CH2:12][N:11]([C:20]1[C:29]([CH3:30])=[C:28]3[C:23]([C:24](=[O:40])[C:25]([C:35]([O:37][CH2:38][CH3:39])=[O:36])=[CH:26][N:27]3[C@@H:31]3[CH2:33][C@@H:32]3[F:34])=[CH:22][C:21]=1[F:41])[CH2:10]2)=[O:7])([CH3:4])([CH3:2])[CH3:3]. (3) Given the reactants [CH3:1][C:2]([CH3:15])([CH2:7][O:8][C:9]1[CH:14]=[CH:13][CH:12]=[CH:11][CH:10]=1)[C:3]([O:5][CH3:6])=[O:4].[Cl:16][S:17](O)(=[O:19])=[O:18].ClCCl, predict the reaction product. The product is: [Cl:16][S:17]([C:12]1[CH:11]=[CH:10][C:9]([O:8][CH2:7][C:2]([CH3:15])([CH3:1])[C:3]([O:5][CH3:6])=[O:4])=[CH:14][CH:13]=1)(=[O:19])=[O:18]. (4) The product is: [CH:17]1([CH2:16][NH:15][C:13]([C:9]2[CH:8]=[C:7]([O:6][C:5]3[CH:20]=[CH:21][C:2]([NH:1][C:30]([NH:29][C:26]4[CH:27]=[CH:28][C:23]([F:22])=[CH:24][CH:25]=4)=[O:31])=[CH:3][CH:4]=3)[CH:12]=[CH:11][N:10]=2)=[O:14])[CH2:19][CH2:18]1. Given the reactants [NH2:1][C:2]1[CH:21]=[CH:20][C:5]([O:6][C:7]2[CH:12]=[CH:11][N:10]=[C:9]([C:13]([NH:15][CH2:16][CH:17]3[CH2:19][CH2:18]3)=[O:14])[CH:8]=2)=[CH:4][CH:3]=1.[F:22][C:23]1[CH:28]=[CH:27][C:26]([N:29]=[C:30]=[O:31])=[CH:25][CH:24]=1, predict the reaction product. (5) Given the reactants C(OC(N[C:9]1SC=[C:12]([C:14]2[N:18]=[C:17]([CH2:19][CH2:20][C:21]([O:23][CH3:24])=[O:22])[O:16][N:15]=2)[CH:13]=1)=O)(C)(C)C.[C:25]([O:29][C:30]([NH:32][C:33]1SC(C2N=C(CCC(OC)=O)ON=2)=CC=1)=[O:31])([CH3:28])([CH3:27])[CH3:26].C(OC(NC1N(C)N=CC=1C1N=C(CCC(OC)=O)ON=1)=O)(C)(C)C.N1C=CC=C1C1N=C(CCC(OC)=O)ON=1.CN1C=CC=C1C1N=C(CCC(OC)=O)ON=1.C([Si](C(C)C)(C(C)C)OCC1C=C(C2N=C(CCC(OC)=O)ON=2)C=CC=1)(C)C.C([Si](C(C)C)(C(C)C)OCC1C=CC(C2N=C(CCC(OC)=O)ON=2)=CC=1)(C)C.C(S(NC1SC=C(C2N=C(CCC(OC)=O)ON=2)C=1)(=O)=O)C.ClCC1N=C(CCC(OC)=O)ON=1.C(OC(NC1ON=C(C)C=1C1N=C(CCC(OC)=O)ON=1)=O)(C)(C)C, predict the reaction product. The product is: [C:25]([O:29][C:30]([N:32]1[CH2:33][CH2:9][CH2:13][CH:12]1[C:14]1[N:18]=[C:17]([CH2:19][CH2:20][C:21]([O:23][CH3:24])=[O:22])[O:16][N:15]=1)=[O:31])([CH3:28])([CH3:27])[CH3:26]. (6) Given the reactants [F:1][S:2]([F:19])([F:18])([F:17])([F:16])[C:3]1[CH:15]=[CH:14][C:6]2[S:7][C:8]([C:10]([O:12]C)=[O:11])=[CH:9][C:5]=2[CH:4]=1.O.[OH-].[Li+].O, predict the reaction product. The product is: [F:19][S:2]([F:1])([F:16])([F:18])([F:17])[C:3]1[CH:15]=[CH:14][C:6]2[S:7][C:8]([C:10]([OH:12])=[O:11])=[CH:9][C:5]=2[CH:4]=1.